Task: Regression. Given a peptide amino acid sequence and an MHC pseudo amino acid sequence, predict their binding affinity value. This is MHC class II binding data.. Dataset: Peptide-MHC class II binding affinity with 134,281 pairs from IEDB (1) The peptide sequence is GKKKYKLKHIVWASREL. The MHC is DRB5_0101 with pseudo-sequence DRB5_0101. The binding affinity (normalized) is 0.509. (2) The peptide sequence is DFLELLRYLAVELLP. The MHC is HLA-DQA10102-DQB10602 with pseudo-sequence HLA-DQA10102-DQB10602. The binding affinity (normalized) is 0.332.